This data is from Full USPTO retrosynthesis dataset with 1.9M reactions from patents (1976-2016). The task is: Predict the reactants needed to synthesize the given product. The reactants are: [Cl:1][C:2]1[CH:20]=[C:19]([Cl:21])[CH:18]=[CH:17][C:3]=1[CH2:4][N:5]([CH3:16])[CH2:6][C:7]([C:9]1[CH:14]=[CH:13][CH:12]=[C:11]([Br:15])[CH:10]=1)=[O:8].[BH4-].[Na+]. Given the product [Br:15][C:11]1[CH:10]=[C:9]([CH:7]([OH:8])[CH2:6][N:5]([CH2:4][C:3]2[CH:17]=[CH:18][C:19]([Cl:21])=[CH:20][C:2]=2[Cl:1])[CH3:16])[CH:14]=[CH:13][CH:12]=1, predict the reactants needed to synthesize it.